Task: Predict the product of the given reaction.. Dataset: Forward reaction prediction with 1.9M reactions from USPTO patents (1976-2016) (1) Given the reactants [O:1]1[C:6]2[CH:7]=[CH:8][C:9]([CH2:11][CH2:12][C:13]3[CH:25]=[CH:24][C:16]([C:17]([O:19]C(C)(C)C)=[O:18])=[C:15]([NH:26][C:27]4[CH:32]=[CH:31][CH:30]=[C:29]([OH:33])[CH:28]=4)[CH:14]=3)=[CH:10][C:5]=2[O:4][CH2:3][CH2:2]1, predict the reaction product. The product is: [O:1]1[C:6]2[CH:7]=[CH:8][C:9]([CH2:11][CH2:12][C:13]3[CH:25]=[CH:24][C:16]([C:17]([OH:19])=[O:18])=[C:15]([NH:26][C:27]4[CH:32]=[CH:31][CH:30]=[C:29]([OH:33])[CH:28]=4)[CH:14]=3)=[CH:10][C:5]=2[O:4][CH2:3][CH2:2]1. (2) Given the reactants FC(F)(F)[C:3]([OH:5])=[O:4].[NH2:8][C@@H:9]([C:22]([CH3:25])([CH3:24])[CH3:23])[C:10]([N:12]([C@@H:14]([CH:19]([CH3:21])[CH3:20])/[CH:15]=[CH:16]/[C:17]#[N:18])[CH3:13])=[O:11].F[P-](F)(F)(F)(F)F.N1(OC(N(C)C)=[N+](C)C)C2N=CC=CC=2N=N1.ON1C2N=CC=CC=2N=N1.C(N(C(C)C)CC)(C)C.C(O[C:74]([N:76](C)[C@@H:77]([C:81]([CH3:89])([C:83]1[CH:88]=[CH:87][CH:86]=[CH:85][CH:84]=1)[CH3:82])[C:78](O)=[O:79])=O)(C)(C)C.C(O)(=O)[CH2:92][C:93]([CH2:98]C(O)=O)([C:95](O)=O)O, predict the reaction product. The product is: [C:17](/[CH:16]=[CH:15]/[C@@H:14]([N:12]([CH3:13])[C:10]([C@@H:9]([NH:8][C:78]([C@@H:77]([N:76]([CH3:74])[C:3](=[O:4])[O:5][C:93]([CH3:98])([CH3:95])[CH3:92])[C:81]([CH3:82])([C:83]1[CH:84]=[CH:85][CH:86]=[CH:87][CH:88]=1)[CH3:89])=[O:79])[C:22]([CH3:23])([CH3:25])[CH3:24])=[O:11])[CH:19]([CH3:20])[CH3:21])#[N:18]. (3) Given the reactants [OH:1][C:2]1[CH:12]=[CH:11][C:5]2[N:6]=[C:7]([C:9]#[N:10])[S:8][C:4]=2[CH:3]=1.[Cl:13][C:14]1[CH:19]=[CH:18][C:17]([S:20][CH2:21]Cl)=[CH:16][CH:15]=1.C(=O)([O-])[O-].[K+].[K+].[I-].[Na+], predict the reaction product. The product is: [C:9]([C:7]1[S:8][C:4]2[CH:3]=[C:2]([O:1][CH2:21][S:20][C:17]3[CH:18]=[CH:19][C:14]([Cl:13])=[CH:15][CH:16]=3)[CH:12]=[CH:11][C:5]=2[N:6]=1)#[N:10]. (4) Given the reactants [CH:1]1([C:4]([CH:6]2[CH2:11][CH2:10][N:9]([C:12]([O:14][C:15]([CH3:18])([CH3:17])[CH3:16])=[O:13])[CH2:8][CH2:7]2)=[CH2:5])[CH2:3][CH2:2]1, predict the reaction product. The product is: [CH:1]1([CH:4]([CH:6]2[CH2:7][CH2:8][N:9]([C:12]([O:14][C:15]([CH3:16])([CH3:18])[CH3:17])=[O:13])[CH2:10][CH2:11]2)[CH3:5])[CH2:3][CH2:2]1. (5) Given the reactants [CH:1]1([CH2:4][C:5]2[CH:10]=[C:9]([CH3:11])[C:8]([NH:12][C:13]([NH:15][C:16]3[CH:21]=[C:20]([O:22][CH2:23][CH2:24][O:25][CH3:26])[CH:19]=[CH:18][C:17]=3[C:27]([NH:29][C@H:30]([C:38]([OH:40])=[O:39])[C@@H:31]([CH3:37])[O:32][C:33]([CH3:36])([CH3:35])[CH3:34])=[O:28])=[O:14])=[C:7]([CH3:41])[CH:6]=2)[CH2:3][CH2:2]1.CC(C)([O-])C.[K+:47], predict the reaction product. The product is: [CH:1]1([CH2:4][C:5]2[CH:6]=[C:7]([CH3:41])[C:8]([NH:12][C:13]([NH:15][C:16]3[CH:21]=[C:20]([O:22][CH2:23][CH2:24][O:25][CH3:26])[CH:19]=[CH:18][C:17]=3[C:27]([NH:29][C@H:30]([C:38]([O-:40])=[O:39])[C@@H:31]([CH3:37])[O:32][C:33]([CH3:36])([CH3:35])[CH3:34])=[O:28])=[O:14])=[C:9]([CH3:11])[CH:10]=2)[CH2:3][CH2:2]1.[K+:47]. (6) Given the reactants [NH:1]1[C:5]2[CH:6]=[CH:7][C:8]([NH2:10])=[CH:9][C:4]=2[N:3]=[CH:2]1.[O:11]1[CH2:16][CH2:15][CH:14]([C:17]2[CH:24]=[CH:23][C:20]([CH:21]=O)=[CH:19][CH:18]=2)[CH2:13][CH2:12]1.[C:25](OC(C)(C)C)(=[O:30])[CH2:26][C:27]([O-])=[O:28].C(=O)(OC)OC(C)(C)C[N+]#[C-].CC(C)([O-])C.[Na+], predict the reaction product. The product is: [NH:1]1[C:5]2[CH:6]=[CH:7][C:8]([N:10]3[CH:21]([C:20]4[CH:23]=[CH:24][C:17]([CH:14]5[CH2:15][CH2:16][O:11][CH2:12][CH2:13]5)=[CH:18][CH:19]=4)[C:27](=[O:28])[CH2:26][C:25]3=[O:30])=[CH:9][C:4]=2[N:3]=[CH:2]1. (7) Given the reactants [H-].[Na+].[H][H].[CH2:5]([N:12]1[CH2:17][CH2:16][C:15](=O)[CH2:14][CH2:13]1)[C:6]1[CH:11]=[CH:10][CH:9]=[CH:8][CH:7]=1.O, predict the reaction product. The product is: [CH2:5]([N:12]1[CH2:17][CH2:16][C:15](=[CH:5][CH2:6][CH2:7][CH3:8])[CH2:14][CH2:13]1)[C:6]1[CH:11]=[CH:10][CH:9]=[CH:8][CH:7]=1. (8) Given the reactants CN(C(F)=[N+](C)C)C.F[P-](F)(F)(F)(F)F.CCN(C(C)C)C(C)C.[CH:25]1([S:28]([C:31]2[CH:36]=[CH:35][C:34](/[C:37](=[CH:41]\[CH:42]3[CH2:47][CH2:46][O:45][CH2:44][CH2:43]3)/[C:38](O)=[O:39])=[CH:33][CH:32]=2)(=[O:30])=[O:29])[CH2:27][CH2:26]1.[NH2:48][C:49]1[CH:54]=[CH:53][C:52]([F:55])=[CH:51][N:50]=1, predict the reaction product. The product is: [CH:25]1([S:28]([C:31]2[CH:32]=[CH:33][C:34](/[C:37](=[CH:41]\[CH:42]3[CH2:43][CH2:44][O:45][CH2:46][CH2:47]3)/[C:38]([NH:48][C:49]3[CH:54]=[CH:53][C:52]([F:55])=[CH:51][N:50]=3)=[O:39])=[CH:35][CH:36]=2)(=[O:29])=[O:30])[CH2:27][CH2:26]1.